From a dataset of Peptide-MHC class I binding affinity with 185,985 pairs from IEDB/IMGT. Regression. Given a peptide amino acid sequence and an MHC pseudo amino acid sequence, predict their binding affinity value. This is MHC class I binding data. The binding affinity (normalized) is 0.0847. The MHC is HLA-A02:01 with pseudo-sequence HLA-A02:01. The peptide sequence is ASDDLEHWQ.